This data is from Catalyst prediction with 721,799 reactions and 888 catalyst types from USPTO. The task is: Predict which catalyst facilitates the given reaction. Reactant: [CH:1]([O:4][CH2:5][CH2:6][NH2:7])([CH3:3])[CH3:2].[CH:8]1([C:11]2[N:16]=[C:15]([C:17]([NH:19][C:20]3[CH:28]=[N:27][CH:26]=[CH:25][C:21]=3[C:22](O)=[O:23])=[O:18])[C:14]([NH:29][C:30]3[CH:31]=[N:32][CH:33]=[N:34][CH:35]=3)=[N:13][CH:12]=2)[CH2:10][CH2:9]1.CN1CCOCC1.CN(C(ON1N=NC2C=CC=NC1=2)=[N+](C)C)C.F[P-](F)(F)(F)(F)F. Product: [CH:1]([O:4][CH2:5][CH2:6][NH:7][C:22]([C:21]1[CH:25]=[CH:26][N:27]=[CH:28][C:20]=1[NH:19][C:17]([C:15]1[C:14]([NH:29][C:30]2[CH:35]=[N:34][CH:33]=[N:32][CH:31]=2)=[N:13][CH:12]=[C:11]([CH:8]2[CH2:10][CH2:9]2)[N:16]=1)=[O:18])=[O:23])([CH3:3])[CH3:2]. The catalyst class is: 1.